Dataset: Forward reaction prediction with 1.9M reactions from USPTO patents (1976-2016). Task: Predict the product of the given reaction. Given the reactants CC1(C)C(C)(C)OB([C:9]2[CH2:14][CH2:13][N:12]([C:15]([O:17][C:18]([CH3:21])([CH3:20])[CH3:19])=[O:16])[CH2:11][CH:10]=2)O1.Cl[C:24]1[C:29]([Cl:30])=[N:28][N:27]([CH3:31])[C:26](=[O:32])[CH:25]=1.C(=O)([O-])[O-].[Na+].[Na+], predict the reaction product. The product is: [Cl:30][C:29]1[C:24]([C:9]2[CH2:14][CH2:13][N:12]([C:15]([O:17][C:18]([CH3:19])([CH3:20])[CH3:21])=[O:16])[CH2:11][CH:10]=2)=[CH:25][C:26](=[O:32])[N:27]([CH3:31])[N:28]=1.